Dataset: Forward reaction prediction with 1.9M reactions from USPTO patents (1976-2016). Task: Predict the product of the given reaction. (1) The product is: [CH3:39][C:40]1[CH:41]=[CH:42][CH:38]=[C:36]([CH3:37])[C:44]=1/[CH:12]=[CH:11]/[N:8]1[CH:7]=[N:6][C:5]2[C:9]1=[N:10][C:2]([N:24]1[CH2:29][CH2:28][O:27][CH2:26][CH2:25]1)=[N:3][C:4]=2[NH:13][C:14]1[CH:19]=[CH:18][C:17]([P:20]([CH3:23])([CH3:22])=[O:21])=[CH:16][CH:15]=1. Given the reactants Cl[C:2]1[N:10]=[C:9]2[C:5]([N:6]=[CH:7][N:8]2[CH:11]=[CH2:12])=[C:4]([NH:13][C:14]2[CH:19]=[CH:18][C:17]([P:20]([CH3:23])([CH3:22])=[O:21])=[CH:16][CH:15]=2)[N:3]=1.[NH:24]1[CH2:29][CH2:28][O:27][CH2:26][CH2:25]1.CCN([CH:36]([CH3:38])[CH3:37])C(C)C.[CH3:39][CH2:40][CH2:41][CH2:42]O.[CH3:44]S(C)=O, predict the reaction product. (2) The product is: [C:1]([C:3]1[CH:7]=[CH:6][S:5][C:4]=1[C:8](=[O:9])[CH2:15][C:16]([OH:18])=[O:17])#[N:2].[C:1]([C:3]1[CH:7]=[CH:6][S:5][C:4]=1[C:8]1[O:9][C:31]([CH3:32])([CH3:40])[O:21][C:19](=[O:20])[CH:15]=1)#[N:2]. Given the reactants [C:1]([C:3]1[CH:7]=[CH:6][S:5][C:4]=1[C:8](Cl)=[O:9])#[N:2].C[Si]([C:15]([Si](C)(C)C)([C:19]([O-:21])=[O:20])[C:16]([O-:18])=[O:17])(C)C.CCN([CH2:31][CH3:32])CC.[Li+].[Br-].OS(O)(=O)=O.[CH3:40]C#N, predict the reaction product. (3) Given the reactants [C:1]1([C:7]2[CH:8]=[C:9]([C:16]([OH:18])=O)[S:10][C:11]=2[C:12]([F:15])([F:14])[F:13])[CH:6]=[CH:5][CH:4]=[CH:3][CH:2]=1.[Li][CH3:20], predict the reaction product. The product is: [C:1]1([C:7]2[CH:8]=[C:9]([C:16](=[O:18])[CH3:20])[S:10][C:11]=2[C:12]([F:13])([F:14])[F:15])[CH:2]=[CH:3][CH:4]=[CH:5][CH:6]=1. (4) Given the reactants [CH:1]1([NH:4][C:5]([C:7]2[N:8]=[N:9][N:10]([C:38]3[CH:43]=[CH:42][C:41]([C:44]([NH:46][CH2:47][CH3:48])=[O:45])=[CH:40][CH:39]=3)[C:11]=2/[CH:12]=[CH:13]/[C:14]2[CH:15]=[N:16][N:17](C(C3C=CC=CC=3)(C3C=CC=CC=3)C3C=CC=CC=3)[CH:18]=2)=[O:6])[CH2:3][CH2:2]1, predict the reaction product. The product is: [CH:1]1([NH:4][C:5]([C:7]2[N:8]=[N:9][N:10]([C:38]3[CH:39]=[CH:40][C:41]([C:44]([NH:46][CH2:47][CH3:48])=[O:45])=[CH:42][CH:43]=3)[C:11]=2/[CH:12]=[CH:13]/[C:14]2[CH:15]=[N:16][NH:17][CH:18]=2)=[O:6])[CH2:2][CH2:3]1. (5) Given the reactants [O:1]1[C:5]2[CH:6]=[CH:7][C:8]([OH:10])=[CH:9][C:4]=2[O:3][CH2:2]1.C([Mg]Cl)(C)C.[CH2:16]([N:21]1[C:25]2=[N:26][CH:27]=[CH:28][CH:29]=[C:24]2[C:23](=[O:30])[C:22]1=[O:31])[CH2:17][CH2:18][CH2:19][CH3:20], predict the reaction product. The product is: [OH:30][C:23]1([C:7]2[C:8]([OH:10])=[CH:9][C:4]3[O:3][CH2:2][O:1][C:5]=3[CH:6]=2)[C:24]2[C:25](=[N:26][CH:27]=[CH:28][CH:29]=2)[N:21]([CH2:16][CH2:17][CH2:18][CH2:19][CH3:20])[C:22]1=[O:31]. (6) Given the reactants [N:1]1[C:10]2[C:5](=[CH:6][C:7]([NH2:11])=[CH:8][CH:9]=2)[N:4]=[CH:3][CH:2]=1.[C:12](OC(=O)C)(=[O:14])[CH3:13], predict the reaction product. The product is: [N:1]1[C:10]2[C:5](=[CH:6][C:7]([NH:11][C:12](=[O:14])[CH3:13])=[CH:8][CH:9]=2)[N:4]=[CH:3][CH:2]=1. (7) Given the reactants [NH2:1][C:2]1[C:3]([C:12](O)=[O:13])=[CH:4][C:5]2[C:10]([CH:11]=1)=[CH:9][CH:8]=[CH:7][CH:6]=2.[H-].[H-].[H-].[H-].[Li+].[Al+3].O.[OH-].[Na+], predict the reaction product. The product is: [NH2:1][C:2]1[C:3]([CH2:12][OH:13])=[CH:4][C:5]2[C:10]([CH:11]=1)=[CH:9][CH:8]=[CH:7][CH:6]=2. (8) Given the reactants [CH:1]([O:4][C:5]1[CH:11]=[CH:10][C:8]([NH2:9])=[CH:7][CH:6]=1)([CH3:3])[CH3:2].Cl[C:13]([O:15][C:16]1[CH:21]=[CH:20][C:19]([N+:22]([O-:24])=[O:23])=[CH:18][CH:17]=1)=[O:14], predict the reaction product. The product is: [N+:22]([C:19]1[CH:18]=[CH:17][C:16]([O:15][C:13](=[O:14])[NH:9][C:8]2[CH:10]=[CH:11][C:5]([O:4][CH:1]([CH3:3])[CH3:2])=[CH:6][CH:7]=2)=[CH:21][CH:20]=1)([O-:24])=[O:23]. (9) Given the reactants [OH:1][C:2]1[C:3](=[O:17])[NH:4][C:5](=[O:16])[N:6]([CH2:8][CH2:9][C:10]2[CH:15]=[CH:14][CH:13]=[CH:12][CH:11]=2)[N:7]=1.[CH3:18]O, predict the reaction product. The product is: [OH:1][C:2]1[C:3](=[O:17])[NH:4][C:5](=[O:16])[N:6]([CH2:8][CH2:9][C:10]2[CH:15]=[CH:14][C:13]([CH3:18])=[CH:12][CH:11]=2)[N:7]=1. (10) The product is: [OH:1][C@@H:2]([CH:21]([CH3:26])[CH2:22][C:23]#[C:24][CH3:25])/[CH:3]=[CH:4]/[C@H:5]1[CH2:9][CH2:8][C:7](=[O:10])[N:6]1[CH2:11][CH2:12][CH2:13][CH2:14][CH2:15][CH2:16][C:17]([OH:19])=[O:18]. Given the reactants [OH:1][C@@H:2]([CH:21]([CH3:26])[CH2:22][C:23]#[C:24][CH3:25])/[CH:3]=[CH:4]/[C@H:5]1[CH2:9][CH2:8][C:7](=[O:10])[N:6]1[CH2:11][CH2:12][CH2:13][CH2:14][CH2:15][CH2:16][C:17]([O:19]C)=[O:18].S([O-])(O)(=O)=O.[K+].[Cl-].[Na+].O, predict the reaction product.